Dataset: Experimentally validated miRNA-target interactions with 360,000+ pairs, plus equal number of negative samples. Task: Binary Classification. Given a miRNA mature sequence and a target amino acid sequence, predict their likelihood of interaction. (1) The miRNA is hsa-miR-5689 with sequence AGCAUACACCUGUAGUCCUAGA. The protein sequence of the target gene is MGQCGITSSKTVLVFLNLIFWGAAGILCYVGAYVFITYDDYDHFFEDVYTLIPAVVIIAVGALLFIIGLIGCCATIRESRCGLATFVIILLLVFVTEVVVVVLGYVYRAKVENEVDRSIQKVYKTYNGTNPDAASRAIDYVQRQLHCCGIHNYSDWENTDWFKETKNQSVPLSCCRETASNCNGSLAHPSDLYAEGCEALVVKKLQEIMMHVIWAALAFAAIQLLGMLCACIVLCRRSRDPAYELLITGGTYA. Result: 1 (interaction). (2) The miRNA is hsa-miR-1277-5p with sequence AAAUAUAUAUAUAUAUGUACGUAU. The protein sequence of the target gene is MDLSAASHRIPLSDGNSIPIIGLGTYSEPKSTPKGACATSVKVAIDTGYRHIDGAYIYQNEHEVGEAIREKIAEGKVRREDIFYCGKLWATNHVPEMVRPTLERTLRVLQLDYVDLYIIEVPMAFKPGDEIYPRDENGKWLYHKSNLCATWEAMEACKDAGLVKSLGVSNFNRRQLELILNKPGLKHKPVSNQVECHPYFTQPKLLKFCQQHDIVITAYSPLGTSRNPIWVNVSSPPLLKDALLNSLGKRYNKTAAQIVLRFNIQRGVVVIPKSFNLERIKENFQIFDFSLTEEEMKDIE.... Result: 1 (interaction).